From a dataset of Full USPTO retrosynthesis dataset with 1.9M reactions from patents (1976-2016). Predict the reactants needed to synthesize the given product. (1) The reactants are: [CH2:1]([O:8][C@H:9]([CH3:13])[C:10]([OH:12])=O)[C:2]1[CH:7]=[CH:6][CH:5]=[CH:4][CH:3]=1.[NH2:14][CH:15]1[CH2:20][CH2:19][N:18]([C:21]([O:23][C:24]([CH3:27])([CH3:26])[CH3:25])=[O:22])[CH2:17][CH2:16]1.Cl.C(N=C=NCCCN(C)C)C.O.ON1C2C=CC=CC=2N=N1.Cl. Given the product [CH2:1]([O:8][C@H:9]([CH3:13])[C:10]([NH:14][CH:15]1[CH2:16][CH2:17][N:18]([C:21]([O:23][C:24]([CH3:27])([CH3:26])[CH3:25])=[O:22])[CH2:19][CH2:20]1)=[O:12])[C:2]1[CH:3]=[CH:4][CH:5]=[CH:6][CH:7]=1, predict the reactants needed to synthesize it. (2) Given the product [O:1]=[C:2]1[C:8]([C:9]([O:11][CH3:12])=[O:10])=[CH:24][NH:26][CH:13]=[C:3]1[C:4]([O:6][CH3:7])=[O:5], predict the reactants needed to synthesize it. The reactants are: [O:1]=[C:2]([CH2:8][C:9]([O:11][CH3:12])=[O:10])[CH2:3][C:4]([O:6][CH3:7])=[O:5].[CH:13](OCC)(OCC)OCC.N[C:24]([NH2:26])=O. (3) Given the product [Br-:1].[CH2:14]([P+:9]([CH2:5][CH2:6][CH2:7][CH3:8])([CH2:10][CH2:11][CH2:12][CH3:13])[CH2:2][O:3][CH3:4])[CH2:15][CH2:16][CH3:17], predict the reactants needed to synthesize it. The reactants are: [Br:1][CH2:2][O:3][CH3:4].[CH2:5]([P:9]([CH2:14][CH2:15][CH2:16][CH3:17])[CH2:10][CH2:11][CH2:12][CH3:13])[CH2:6][CH2:7][CH3:8]. (4) Given the product [F:15][C:11]1[CH:12]=[C:13]2[C:8](=[CH:9][CH:10]=1)[CH2:7][C:6]([NH:16][C:17]([C:19]1[C:28]3[CH2:27][CH2:26][CH2:25][CH2:24][C:23]=3[CH:22]=[CH:21][CH:20]=1)=[O:18])([C:4]([OH:5])=[O:3])[CH2:14]2, predict the reactants needed to synthesize it. The reactants are: C([O:3][C:4]([C:6]1([NH:16][C:17]([C:19]2[C:28]3[CH2:27][CH2:26][CH2:25][CH2:24][C:23]=3[CH:22]=[CH:21][CH:20]=2)=[O:18])[CH2:14][C:13]2[C:8](=[CH:9][CH:10]=[C:11]([F:15])[CH:12]=2)[CH2:7]1)=[O:5])C.[OH-].[K+].O.